Regression/Classification. Given a drug SMILES string, predict its toxicity properties. Task type varies by dataset: regression for continuous values (e.g., LD50, hERG inhibition percentage) or binary classification for toxic/non-toxic outcomes (e.g., AMES mutagenicity, cardiotoxicity, hepatotoxicity). Dataset: ames. From a dataset of Ames mutagenicity test results for genotoxicity prediction. (1) The compound is Cc1cc([N+](=O)[O-])c2ccccc2c1. The result is 1 (mutagenic). (2) The compound is O=S(=O)(c1ccc(O)cc1)c1ccc(O)cc1. The result is 0 (non-mutagenic). (3) The compound is C1OCOCO1. The result is 0 (non-mutagenic). (4) The molecule is Clc1ccc(N=Nc2ccc(Cl)c(Cl)c2)cc1Cl. The result is 0 (non-mutagenic). (5) The drug is Cc1nc2ccccc2s1. The result is 0 (non-mutagenic). (6) The drug is CC(C)CN(N=O)C(=N)NN(O)O. The result is 1 (mutagenic). (7) The drug is CCOc1ccc(NC(C)=O)cc1[N+](=O)[O-]. The result is 1 (mutagenic). (8) The compound is Cc1ccc(C)c2c1c1ccccc1n2C. The result is 1 (mutagenic). (9) The drug is CN(C)c1ccccc1. The result is 0 (non-mutagenic).